From a dataset of Forward reaction prediction with 1.9M reactions from USPTO patents (1976-2016). Predict the product of the given reaction. (1) Given the reactants [F-].C([N+](CCCC)(CCCC)CCCC)CCC.[Si]([O:26][CH2:27][CH2:28][CH2:29][CH2:30][O:31][C:32]1[CH:37]=[CH:36][C:35]([C:38]2[CH:43]=[CH:42][C:41]([C:44]([O:46][CH2:47][CH3:48])=[O:45])=[CH:40][CH:39]=2)=[CH:34][C:33]=1[C:49]1[CH:58]=[CH:57][C:56]2[C:55]([CH3:60])([CH3:59])[CH2:54][CH2:53][C:52]([CH3:62])([CH3:61])[C:51]=2[CH:50]=1)(C(C)(C)C)(C)C.O, predict the reaction product. The product is: [OH:26][CH2:27][CH2:28][CH2:29][CH2:30][O:31][C:32]1[CH:37]=[CH:36][C:35]([C:38]2[CH:43]=[CH:42][C:41]([C:44]([O:46][CH2:47][CH3:48])=[O:45])=[CH:40][CH:39]=2)=[CH:34][C:33]=1[C:49]1[CH:58]=[CH:57][C:56]2[C:55]([CH3:60])([CH3:59])[CH2:54][CH2:53][C:52]([CH3:61])([CH3:62])[C:51]=2[CH:50]=1. (2) Given the reactants [CH:1](NC(C)C)(C)C.C([Li])CCC.[CH3:13][O:14][C:15]1[CH:20]=[CH:19][CH:18]=[CH:17][C:16]=1[CH2:21][C:22]([OH:24])=[O:23].IC, predict the reaction product. The product is: [CH3:13][O:14][C:15]1[CH:20]=[CH:19][CH:18]=[CH:17][C:16]=1[CH:21]([CH3:1])[C:22]([OH:24])=[O:23]. (3) Given the reactants CC(C)=O.[CH2:5]([N:7]([CH2:44][CH3:45])[CH2:8][CH2:9][CH2:10][NH:11][C:12]1[N:13]=[C:14]([C:31]2[CH:32]=[C:33]([CH:40]=[CH:41][C:42]=2[CH3:43])[C:34]([NH:36][CH2:37][CH2:38][CH3:39])=[O:35])[C:15]2[CH2:20][NH:19][C:18](=[O:21])[N:17]([C:22]3[C:27]([F:28])=[CH:26][CH:25]=[CH:24][C:23]=3[F:29])[C:16]=2[N:30]=1)[CH3:6].[C:46]([OH:53])(=[O:52])/[CH:47]=[CH:48]/[C:49]([OH:51])=[O:50], predict the reaction product. The product is: [C:46]([OH:53])(=[O:52])/[CH:47]=[CH:48]/[C:49]([OH:51])=[O:50].[CH2:44]([N:7]([CH2:5][CH3:6])[CH2:8][CH2:9][CH2:10][NH:11][C:12]1[N:13]=[C:14]([C:31]2[CH:32]=[C:33]([CH:40]=[CH:41][C:42]=2[CH3:43])[C:34]([NH:36][CH2:37][CH2:38][CH3:39])=[O:35])[C:15]2[CH2:20][NH:19][C:18](=[O:21])[N:17]([C:22]3[C:23]([F:29])=[CH:24][CH:25]=[CH:26][C:27]=3[F:28])[C:16]=2[N:30]=1)[CH3:45]. (4) Given the reactants [CH3:1][C:2]1[N:3]([CH2:12][C:13]([OH:15])=[O:14])[C:4]2[CH2:5][CH2:6][CH2:7][C:8](=O)[C:9]=2[CH:10]=1.Cl.[NH2:17][OH:18].C([O-])(=O)C.[Na+], predict the reaction product. The product is: [OH:18][N:17]=[C:8]1[CH2:7][CH2:6][CH2:5][C:4]2[N:3]([CH2:12][C:13]([OH:15])=[O:14])[C:2]([CH3:1])=[CH:10][C:9]1=2. (5) Given the reactants [CH3:1][O:2][C:3]1[CH:8]=[CH:7][CH:6]=[CH:5][C:4]=1[CH:9]1[CH2:14][NH:13][CH2:12][CH2:11][NH:10]1.Cl[C:16]1[C:25]2[C:20](=[CH:21][C:22]([O:28][CH3:29])=[C:23]([O:26][CH3:27])[CH:24]=2)[N:19]=[CH:18][N:17]=1, predict the reaction product. The product is: [CH3:1][O:2][C:3]1[CH:8]=[CH:7][CH:6]=[CH:5][C:4]=1[CH:9]1[NH:10][CH2:11][CH2:12][N:13]([C:16]2[C:25]3[C:20](=[CH:21][C:22]([O:28][CH3:29])=[C:23]([O:26][CH3:27])[CH:24]=3)[N:19]=[CH:18][N:17]=2)[CH2:14]1. (6) Given the reactants C1C(=O)N([Br:8])C(=O)C1.[C:9]([O:13][C:14]([NH:16][N:17]1[CH:21]=[CH:20][N:19]=[C:18]1[C:22]([O:24][CH2:25][CH3:26])=[O:23])=[O:15])([CH3:12])([CH3:11])[CH3:10].C(=O)(O)[O-].[Na+], predict the reaction product. The product is: [Br:8][C:20]1[N:19]=[C:18]([C:22]([O:24][CH2:25][CH3:26])=[O:23])[N:17]([NH:16][C:14]([O:13][C:9]([CH3:12])([CH3:11])[CH3:10])=[O:15])[CH:21]=1. (7) Given the reactants [CH3:1][O:2][C:3](=[O:12])[C:4]1[CH:9]=[CH:8][C:7]([CH2:10][OH:11])=[CH:6][CH:5]=1.Br[CH2:14][C:15]1[CH:16]=[C:17]([CH:20]=[CH:21][CH:22]=1)[C:18]#[N:19].[H-].[Na+], predict the reaction product. The product is: [CH3:1][O:2][C:3](=[O:12])[C:4]1[CH:9]=[CH:8][C:7]([CH2:10][O:11][CH2:14][C:15]2[CH:22]=[CH:21][CH:20]=[C:17]([C:18]#[N:19])[CH:16]=2)=[CH:6][CH:5]=1. (8) Given the reactants ClC1C=CC=CC=1C(N[C@H]1CCC[C@@H]1N[C:13]1[CH:18]=[CH:17][C:16]([C:19]([F:22])([F:21])[F:20])=[CH:15][N:14]=1)=O.Cl.[NH2:28][C@H:29]1[CH2:33][CH2:32][CH2:31][C@@H:30]1[NH:34][C:35](=[O:45])[C:36]1[C:41]([O:42][CH3:43])=[CH:40][CH:39]=[CH:38][C:37]=1[F:44].ClC1C=CC(C(F)(F)F)=CN=1, predict the reaction product. The product is: [F:44][C:37]1[CH:38]=[CH:39][CH:40]=[C:41]([O:42][CH3:43])[C:36]=1[C:35]([NH:34][C@H:30]1[CH2:31][CH2:32][CH2:33][C@@H:29]1[NH:28][C:13]1[CH:18]=[CH:17][C:16]([C:19]([F:22])([F:21])[F:20])=[CH:15][N:14]=1)=[O:45]. (9) Given the reactants C([S:4][CH2:5][CH:6]([CH:40]1[C:48]2[C:43](=[CH:44][C:45]([Br:49])=[CH:46][CH:47]=2)[CH2:42][CH2:41]1)[C:7]([NH:9][CH:10]([CH2:15][C:16]1[N:17]=[CH:18][N:19]([C:21]([C:34]2[CH:39]=[CH:38][CH:37]=[CH:36][CH:35]=2)([C:28]2[CH:33]=[CH:32][CH:31]=[CH:30][CH:29]=2)[C:22]2[CH:27]=[CH:26][CH:25]=[CH:24][CH:23]=2)[CH:20]=1)[C:11]([O:13]C)=[O:12])=[O:8])(=O)C.[OH-].[Na+].Cl, predict the reaction product. The product is: [Br:49][C:45]1[CH:44]=[C:43]2[C:48](=[CH:47][CH:46]=1)[CH:40]([CH:6]([CH2:5][SH:4])[C:7]([NH:9][C@H:10]([C:11]([OH:13])=[O:12])[CH2:15][C:16]1[N:17]=[CH:18][N:19]([C:21]([C:22]3[CH:23]=[CH:24][CH:25]=[CH:26][CH:27]=3)([C:28]3[CH:29]=[CH:30][CH:31]=[CH:32][CH:33]=3)[C:34]3[CH:39]=[CH:38][CH:37]=[CH:36][CH:35]=3)[CH:20]=1)=[O:8])[CH2:41][CH2:42]2.